Dataset: Experimentally validated miRNA-target interactions with 360,000+ pairs, plus equal number of negative samples. Task: Binary Classification. Given a miRNA mature sequence and a target amino acid sequence, predict their likelihood of interaction. (1) The miRNA is hsa-miR-6766-3p with sequence UGAUUGUCUUCCCCCACCCUCA. The protein sequence of the target gene is MKEMSANTVLDSQRQQKHYGITSPISLASPKEIDHIYTQKLIDAMKPFGVFEDEEELNHRLVVLGKLNNLVKEWISDVSESKNLPPSVVATVGGKIFTFGSYRLGVHTKGADIDALCVAPRHVERSDFFQSFFEKLKHQDGIRNLRAVEDAFVPVIKFEFDGIEIDLVFARLAIQTISDNLDLRDDSRLRSLDIRCIRSLNGCRVTDEILHLVPNKETFRLTLRAVKLWAKRRGIYSNMLGFLGGVSWAMLVARTCQLYPNAAASTLVHKFFLVFSKWEWPNPVLLKQPEESNLNLPVWD.... Result: 0 (no interaction). (2) The miRNA is mmu-miR-466k with sequence UGUGUGUGUACAUGUACAUGUGA. The protein sequence of the target gene is MPGPRPRKGPKTSGQGAETAKQLGLFVEFNPEDMLLGVDETEDDGDLEAELLALTGETASRSRKPAPKGQAPLPMAHIEKLAADCMRDVEEDEEEEGLEDDADLLTELQEVLGEDEEAGLLDGSEAASPDLCEEKTWDNTELPVEQAACQQAVPAAAQAGGPRGLQALLEERIRNYREAAASAKEAGEAAKARRCERGLKTLQSQLATVRKGGKICEDEIPPPVALGKRPPAPQERAIKNPEIDSPGPCAMEPGNLSQPESSLPAIAPLPDSDPDPQALLLARQREYKAAALDAKRAGDL.... Result: 0 (no interaction). (3) The miRNA is hsa-miR-152-3p with sequence UCAGUGCAUGACAGAACUUGG. The protein sequence of the target gene is MALPACAVREFEPPRQPERGAPVRTTCPRRHSRVEAELAASRPGSVAASVRAGPPRGVSHGFHTRPLLDKPRKASSSLAGAACAPLFALLSRGRRRRMHVLRRRWDLGSLCRALLTRGLAALGHSLKHVLGAIFSKIFGPMASVGNMDEKSNKLLLALVMLFLFAVIVLQYVCPGTECQLLRLQAFSSPVPDPYRSEDESSARFVPRYNFTRGDLLRKVDFDIKGDDLIVFLHIQKTGGTTFGRHLVRNIQLEQPCECRVGQKKCTCHRPGKRETWLFSRFSTGWSCGLHADWTELTSCV.... Result: 1 (interaction). (4) The miRNA is hsa-miR-6857-3p with sequence UGACUGAGCUUCUCCCCACAG. The protein sequence of the target gene is MWKRWLALALALVAVAWVRAEEELRSKSKICANVFCGAGRECAVTEKGEPTCLCIEQCKPHKRPVCGSNGKTYLNHCELHRDACLTGSKIQVDYDGHCKEKKSVSPSASPVVCYQSNRDELRRRIIQWLEAEIIPDGWFSKGSNYSEILDKYFKNFDNGDSRLDSSEFLKFVEQNETAINITTYPDQENNKLLRGLCVDALIELSDENADWKLSFQEFLKCLNPSFNPPEKKCALEDETYADGAETEVDCNRCVCACGNWVCTAMTCDGKNQKGAQTQTEEEMTRYVQELQKHQETAEKT.... Result: 0 (no interaction). (5) The protein sequence of the target gene is MEGDRVAGRPVLSSLPVLLLLPLLMLRAAALHPDELFPHGESWGDQLLQEGDDESSAVVKLANPLHFYEARFSNLYVGTNGIISTQDFPRETQYVDYDFPTDFPAIAPFLADIDTSHGRGRVLYREDTSPAVLGLAARYVRAGFPRSARFTPTHAFLATWEQVGAYEEVKRGALPSGELNTFQAVLASDGSDSYALFLYPANGLQFLGTRPKESYNVQLQLPARVGFCRGEADDLKSEGPYFSLTSTEQSVKNLYQLSNLGIPGVWAFHIGSTSPLDNVRPAAVGDLSAAHSSVPLGRSF.... The miRNA is hsa-let-7a-5p with sequence UGAGGUAGUAGGUUGUAUAGUU. Result: 1 (interaction). (6) The miRNA is hsa-miR-5698 with sequence UGGGGGAGUGCAGUGAUUGUGG. The protein sequence of the target gene is MMCEVMPTISEDGRRGSALGPDEAGGELERLMVTMLTERERLLETLREAQDGLATAQLRLRELGHEKDSLQRQLSIALPQEFAALTKELNLCREQLLEREEEIAELKAERNNTRLLLEHLECLVSRHERSLRMTVVKRQAQSPGGVSSEVEVLKALKSLFEHHKALDEKVRERLRMALERVAVLEEELELSNQETLNLREQLSRRRSGLEEPGKDGDGQTLANGLGPGGDSNRRTAELEEALERQRAEVCQLRERLAVLCRQMSQLEEELGTAHRELGKAEEANSKLQRDLKEALAQRED.... Result: 1 (interaction). (7) The miRNA is hsa-miR-4445-3p with sequence CACGGCAAAAGAAACAAUCCA. The protein sequence of the target gene is MQRLTELATALGAFLGLLAVAAMAGPNFPQIDTPNMLPAHHRQKRDWIWNQMHIDEEKNESLPHYVGKIKSNVNRQNAKYVLQGEFAGKIFGVDANTGNVLAYERLDREKVSEYFLTALIVDKNTNKNLEQPSSFTVKVHDINDNWPVFSHQVFNASVPEMSAIGTSVIRVTAVDADDPTVAGHATVLYQIVKGNEYFSIDNSGLIFTKIKNLDREKQAEYKIVVETQDALGLRGESGTATVMIRLEDINDNFPVFTQSTYTFSVPEDIRVGKPLGFLTVVDPDEPQNRMTKYSIMQGEY.... Result: 0 (no interaction).